This data is from Catalyst prediction with 721,799 reactions and 888 catalyst types from USPTO. The task is: Predict which catalyst facilitates the given reaction. (1) Reactant: [N+:1]([C:4]1[CH:12]=[CH:11][C:10]([C:13]([F:16])([F:15])[F:14])=[CH:9][C:5]=1[C:6]([OH:8])=[O:7])([O-])=O. Product: [NH2:1][C:4]1[CH:12]=[CH:11][C:10]([C:13]([F:14])([F:15])[F:16])=[CH:9][C:5]=1[C:6]([OH:8])=[O:7]. The catalyst class is: 50. (2) Reactant: C[O:2][C:3](=[O:35])[CH2:4][CH:5]1[CH2:10][CH2:9][CH:8]([C:11]2[CH:16]=[CH:15][C:14]([C:17]3[CH:18]=[N:19][C:20]([NH:23][C:24]4[C:25]([CH3:34])=[N:26][C:27]([C:30]([F:33])([F:32])[F:31])=[CH:28][CH:29]=4)=[CH:21][CH:22]=3)=[CH:13][CH:12]=2)[CH2:7][CH2:6]1.[Li+].[OH-]. The catalyst class is: 36. Product: [CH3:34][C:25]1[C:24]([NH:23][C:20]2[N:19]=[CH:18][C:17]([C:14]3[CH:15]=[CH:16][C:11]([CH:8]4[CH2:9][CH2:10][CH:5]([CH2:4][C:3]([OH:35])=[O:2])[CH2:6][CH2:7]4)=[CH:12][CH:13]=3)=[CH:22][CH:21]=2)=[CH:29][CH:28]=[C:27]([C:30]([F:32])([F:31])[F:33])[N:26]=1. (3) Reactant: Cl[C:2]1[CH:7]=[C:6]([Cl:8])[CH:5]=[CH:4][C:3]=1/[C:9](=[N:19]/[OH:20])/[CH:10]1[CH2:15][CH2:14][N:13]([C:16](=[O:18])[CH3:17])[CH2:12][CH2:11]1.CC(C)([O-])C.[K+]. Product: [Cl:8][C:6]1[CH:5]=[CH:4][C:3]2[C:9]([CH:10]3[CH2:15][CH2:14][N:13]([C:16](=[O:18])[CH3:17])[CH2:12][CH2:11]3)=[N:19][O:20][C:2]=2[CH:7]=1. The catalyst class is: 1. (4) Reactant: [CH2:1]([O:8][C:9]([N:11]1[CH2:16][CH2:15][CH2:14][CH2:13][C@H:12]1[C:17]([OH:19])=O)=[O:10])[C:2]1[CH:7]=[CH:6][CH:5]=[CH:4][CH:3]=1.C[N:21](C(ON1N=NC2C=CC=CC1=2)=[N+](C)C)C.[B-](F)(F)(F)F.CCN(C(C)C)C(C)C.N.O1CCOCC1. Product: [NH2:21][C:17]([C@@H:12]1[CH2:13][CH2:14][CH2:15][CH2:16][N:11]1[C:9]([O:8][CH2:1][C:2]1[CH:7]=[CH:6][CH:5]=[CH:4][CH:3]=1)=[O:10])=[O:19]. The catalyst class is: 31. (5) Reactant: [CH3:1][C:2]1([CH3:26])[CH2:11][CH2:10][C:9]([CH3:13])([CH3:12])[C:8]2[CH:7]=[C:6]([C:14]3[N:15]=[C:16]([N:19]4[CH2:24][CH2:23][CH:22]([NH2:25])[CH2:21][CH2:20]4)[S:17][CH:18]=3)[CH:5]=[CH:4][C:3]1=2.[O:27]1[CH2:31][CH:28]1[CH2:29][OH:30]. Product: [CH3:1][C:2]1([CH3:26])[CH2:11][CH2:10][C:9]([CH3:12])([CH3:13])[C:8]2[CH:7]=[C:6]([C:14]3[N:15]=[C:16]([N:19]4[CH2:24][CH2:23][CH:22]([NH:25][CH2:31][CH:28]([OH:27])[CH2:29][OH:30])[CH2:21][CH2:20]4)[S:17][CH:18]=3)[CH:5]=[CH:4][C:3]1=2. The catalyst class is: 3.